Dataset: Reaction yield outcomes from USPTO patents with 853,638 reactions. Task: Predict the reaction yield, written as a fraction of the theoretical maximum amount of product (1.0 means a 100% yield; for example, 0.34 means a 34% yield). (1) The reactants are C1CCN2C(=NCCC2)CC1.[Br:12][C:13]1[CH:18]=[CH:17][C:16]([NH:19][C:20]2[C:21]([C:29]3[N:33](CCC#N)[N:32]=[N:31][N:30]=3)=[CH:22][N:23]([CH3:28])[C:24](=[O:27])[C:25]=2[CH3:26])=[C:15]([F:38])[CH:14]=1. The catalyst is C(Cl)Cl.C(OCC)(=O)C. The product is [Br:12][C:13]1[CH:18]=[CH:17][C:16]([NH:19][C:20]2[C:21]([C:29]3[NH:33][N:32]=[N:31][N:30]=3)=[CH:22][N:23]([CH3:28])[C:24](=[O:27])[C:25]=2[CH3:26])=[C:15]([F:38])[CH:14]=1. The yield is 0.770. (2) The product is [Cl:25][C:22]1[CH:21]=[CH:20][C:19]([CH:12]([CH2:13][CH:14]2[CH2:15][CH2:16][CH2:17][CH2:18]2)[C:11]([NH:10][C:7]2[S:8][C:9]([CH2:34][OH:33])=[CH:5][N:6]=2)=[O:26])=[CH:24][CH:23]=1. The reactants are COC([C:5]1[N:6]=[C:7]([NH:10][C:11](=[O:26])[CH:12]([C:19]2[CH:24]=[CH:23][C:22]([Cl:25])=[CH:21][CH:20]=2)[CH2:13][CH:14]2[CH2:18][CH2:17][CH2:16][CH2:15]2)[S:8][CH:9]=1)=O.[H-].[Al+3].[Li+].[H-].[H-].[H-].[O:33]1CCC[CH2:34]1. The yield is 0.554. No catalyst specified. (3) The reactants are C([O:5][C:6](=O)[CH2:7][CH:8]([C:16]#[N:17])[CH:9]([CH:13]([CH3:15])[CH3:14])[CH2:10][CH2:11][CH3:12])(C)(C)C. The catalyst is CO.[Ni]. The product is [CH:13]([CH:9]([CH:8]1[CH2:16][NH:17][C:6](=[O:5])[CH2:7]1)[CH2:10][CH2:11][CH3:12])([CH3:15])[CH3:14]. The yield is 1.00.